From a dataset of Catalyst prediction with 721,799 reactions and 888 catalyst types from USPTO. Predict which catalyst facilitates the given reaction. (1) Reactant: [Cl:1][C:2]1[C:7]([Cl:8])=[C:6]([Cl:9])[N:5]=[C:4]([C:10](=[S:12])[NH2:11])[CH:3]=1.Cl[CH2:14][C:15]([C:17]([F:20])([F:19])[F:18])=O. Product: [Cl:9][C:6]1[C:7]([Cl:8])=[C:2]([Cl:1])[CH:3]=[C:4]([C:10]2[S:12][C:15]([C:17]([F:20])([F:19])[F:18])=[CH:14][N:11]=2)[N:5]=1. The catalyst class is: 15. (2) Reactant: [Cl:1][CH2:2][C:3]1[CH:11]=[CH:10][C:6]([C:7](Cl)=[O:8])=[CH:5][CH:4]=1.[NH2:12][C:13]1[CH:18]=[CH:17][C:16]([O:19][C:20](=[O:29])[N:21]([CH3:28])[C:22]2[CH:27]=[CH:26][CH:25]=[CH:24][CH:23]=2)=[CH:15][CH:14]=1.C(N(CC)CC)C.CN(C)C=O. Product: [Cl:1][CH2:2][C:3]1[CH:11]=[CH:10][C:6]([C:7]([NH:12][C:13]2[CH:14]=[CH:15][C:16]([O:19][C:20](=[O:29])[N:21]([CH3:28])[C:22]3[CH:27]=[CH:26][CH:25]=[CH:24][CH:23]=3)=[CH:17][CH:18]=2)=[O:8])=[CH:5][CH:4]=1. The catalyst class is: 4. (3) Reactant: C[O:2][C:3](=[O:23])[CH:4]([N:11]1[C:19]2[C:14](=[CH:15][CH:16]=[C:17]([Cl:20])[CH:18]=2)[C:13](=[O:21])[C:12]1=[O:22])[CH2:5][CH:6]1[CH2:10][CH2:9][CH2:8][CH2:7]1.O.[OH-].[Li+]. Product: [Cl:20][C:17]1[CH:18]=[C:19]2[C:14]([C:13](=[O:21])[C:12](=[O:22])[N:11]2[CH:4]([CH2:5][CH:6]2[CH2:7][CH2:8][CH2:9][CH2:10]2)[C:3]([OH:23])=[O:2])=[CH:15][CH:16]=1. The catalyst class is: 30. (4) Reactant: [CH3:1][C:2]1[CH:3]=[C:4]([CH:21]=[C:22]([CH3:24])[CH:23]=1)[C:5]([N:7]1[CH2:12][CH2:11][C:10](=[O:13])[CH2:9][CH:8]1[CH2:14][C:15]1[CH:20]=[CH:19][CH:18]=[CH:17][CH:16]=1)=[O:6].C1(C(C2C=CC=CC=2)N2CCNCC2)C=CC=CC=1.[O-]CCCC.[O-]CCCC.[O-]CCCC.[Al+3].S1C=CC=C1.[H][H]. Product: [C:15]1([CH2:14][CH:8]2[CH2:9][C:10](=[O:13])[CH2:11][CH2:12][NH:7]2)[CH:16]=[CH:17][CH:18]=[CH:19][CH:20]=1.[CH3:24][C:22]1[CH:21]=[C:4]([CH:3]=[C:2]([CH3:1])[CH:23]=1)[C:5]([N:7]1[CH2:12][CH2:11][C:10](=[O:13])[CH2:9][CH:8]1[CH2:14][C:15]1[CH:20]=[CH:19][CH:18]=[CH:17][CH:16]=1)=[O:6]. The catalyst class is: 787.